Dataset: Forward reaction prediction with 1.9M reactions from USPTO patents (1976-2016). Task: Predict the product of the given reaction. (1) Given the reactants F[C:2]1[C:9]([O:10][CH3:11])=[CH:8][CH:7]=[C:6](F)[C:3]=1[CH:4]=O.[CH2:13]([NH2:17])[CH2:14]CC.[C:18]1([CH3:28])C=CC(S(O)(=O)=O)=CC=1.[CH2:29]([Mg]Br)[CH3:30].B(Br)(Br)Br.ICC.C(=O)([O-])[O-].[K+].[K+].C([SiH](CC)CC)C.F[C:54](F)(F)C(O)=O.[CH3:60][N:61](C)C=O, predict the reaction product. The product is: [CH2:11]([O:10][C:9]1[C:2]([CH2:18][CH3:28])=[C:3]([C:6]([CH2:29][CH3:30])=[CH:7][CH:8]=1)[CH2:4][C:14]1[N:61]=[CH:60][NH:17][CH:13]=1)[CH3:54]. (2) Given the reactants [Cl:1][C:2]1[CH:7]=[CH:6][CH:5]=[CH:4][C:3]=1[C:8]1[O:9][C:10]2[C:15]([C:16](=[O:18])[CH:17]=1)=[C:14]([O:19][CH3:20])[CH:13]=[C:12]([O:21][CH3:22])[C:11]=2[C@@H:23]1[CH2:28][CH2:27][NH:26][CH2:25][C@H:24]1[OH:29].[CH3:30][CH2:31][CH2:32]Br.C([O-])([O-])=O.[K+].[K+].O, predict the reaction product. The product is: [Cl:1][C:2]1[CH:7]=[CH:6][CH:5]=[CH:4][C:3]=1[C:8]1[O:9][C:10]2[C:15]([C:16](=[O:18])[CH:17]=1)=[C:14]([O:19][CH3:20])[CH:13]=[C:12]([O:21][CH3:22])[C:11]=2[C@@H:23]1[CH2:28][CH2:27][N:26]([CH2:30][CH2:31][CH3:32])[CH2:25][C@H:24]1[OH:29]. (3) Given the reactants O[C@@H:2]1[CH2:7][CH2:6][C@H:5]([NH:8][C:9]([O:11][C:12]([CH3:15])([CH3:14])[CH3:13])=[O:10])[CH2:4][CH2:3]1.[CH:16]1([N:19]2[C:23]3=[N:24][CH:25]=[CH:26][N:27]=[C:22]3[NH:21][C:20]2=[O:28])[CH2:18][CH2:17]1.C1(P(C2C=CC=CC=2)C2C=CC=CC=2)C=CC=CC=1.N(C(OCC)=O)=NC(OCC)=O.C1(C)C=CC=CC=1, predict the reaction product. The product is: [C:12]([O:11][C:9](=[O:10])[NH:8][C@H:5]1[CH2:6][CH2:7][C@H:2]([N:21]2[C:22]3=[N:27][CH:26]=[CH:25][N:24]=[C:23]3[N:19]([CH:16]3[CH2:17][CH2:18]3)[C:20]2=[O:28])[CH2:3][CH2:4]1)([CH3:15])([CH3:14])[CH3:13]. (4) Given the reactants [CH2:1]([O:3][C:4]1[CH:9]=[C:8]([O:10][CH2:11][CH2:12][CH2:13][C:14]2[C:15]([OH:29])=[N:16][N:17]([C:19]3[CH:24]=[CH:23][C:22]([C:25]([F:28])([F:27])[F:26])=[CH:21][N:20]=3)[CH:18]=2)[CH:7]=[CH:6][C:5]=1[CH2:30][CH2:31][C:32]([O:34]C)=[O:33])[CH3:2].I[CH2:37][CH2:38][CH2:39][CH3:40].CN(C)C=O.[H-].[Na+], predict the reaction product. The product is: [CH2:37]([O:29][C:15]1[C:14]([CH2:13][CH2:12][CH2:11][O:10][C:8]2[CH:7]=[CH:6][C:5]([CH2:30][CH2:31][C:32]([OH:34])=[O:33])=[C:4]([O:3][CH2:1][CH3:2])[CH:9]=2)=[CH:18][N:17]([C:19]2[CH:24]=[CH:23][C:22]([C:25]([F:28])([F:27])[F:26])=[CH:21][N:20]=2)[N:16]=1)[CH2:38][CH2:39][CH3:40]. (5) Given the reactants OC1C=CC=CC=1[C:8]1[C:16]2[N:15]=[N:14][NH:13][C:12]=2[CH:11]=[CH:10][CH:9]=1.OC1C=CC(C)=CC=1C1C2N=NNC=2C=CC=1.OC1C(C(C)(C)C)=CC(C)=CC=1C1C2N=NNC=2C=CC=1Cl, predict the reaction product. The product is: [NH:13]1[C:12]2[CH:11]=[CH:10][CH:9]=[CH:8][C:16]=2[N:15]=[N:14]1.